Dataset: Forward reaction prediction with 1.9M reactions from USPTO patents (1976-2016). Task: Predict the product of the given reaction. (1) The product is: [NH2:31][C:29]1[N:28]([C:15]([C:13]2[N:14]=[C:10]([C:8]3[CH:7]=[CH:6][C:5]4[O:1][CH2:2][CH2:3][C:4]=4[CH:9]=3)[S:11][CH:12]=2)=[O:17])[CH:27]=[C:26]([C:22]2[CH:23]=[CH:24][CH:25]=[C:20]([O:19][CH3:18])[CH:21]=2)[N:30]=1. Given the reactants [O:1]1[C:5]2[CH:6]=[CH:7][C:8]([C:10]3[S:11][CH:12]=[C:13]([C:15]([OH:17])=O)[N:14]=3)=[CH:9][C:4]=2[CH2:3][CH2:2]1.[CH3:18][O:19][C:20]1[CH:21]=[C:22]([C:26]2[NH:30][C:29]([NH2:31])=[N:28][CH:27]=2)[CH:23]=[CH:24][CH:25]=1.F[P-](F)(F)(F)(F)F.N1(OC(N(C)C)=[N+](C)C)C2C=CC=CC=2N=N1.C(N(CC)C(C)C)(C)C, predict the reaction product. (2) Given the reactants [CH:1]1[C:13]2[CH:12]([CH2:14][O:15][C:16]([NH:18][C:19]([CH3:25])([CH2:23][OH:24])[C:20]([OH:22])=[O:21])=[O:17])[C:11]3[C:6](=[CH:7][CH:8]=[CH:9][CH:10]=3)[C:5]=2[CH:4]=[CH:3][CH:2]=1.[C:26]([O-])([O-])=O.[K+].[K+].CI, predict the reaction product. The product is: [CH:10]1[C:11]2[CH:12]([CH2:14][O:15][C:16]([NH:18][C:19]([CH3:25])([CH2:23][OH:24])[C:20]([O:22][CH3:26])=[O:21])=[O:17])[C:13]3[C:5](=[CH:4][CH:3]=[CH:2][CH:1]=3)[C:6]=2[CH:7]=[CH:8][CH:9]=1. (3) Given the reactants [O:1]=[C:2]1[NH:6][C:5](=[O:7])[C:4](=[CH:8][C:9]2[CH:14]=[CH:13][C:12]([C:15]3[CH:20]=[CH:19][CH:18]=[C:17]([CH2:21][C:22]([N:24]([CH3:31])[C:25]4[CH:30]=[CH:29][CH:28]=[CH:27][CH:26]=4)=[O:23])[CH:16]=3)=[CH:11][CH:10]=2)[S:3]1, predict the reaction product. The product is: [O:1]=[C:2]1[NH:6][C:5](=[O:7])[CH:4]([CH2:8][C:9]2[CH:10]=[CH:11][C:12]([C:15]3[CH:20]=[CH:19][CH:18]=[C:17]([CH2:21][C:22]([N:24]([CH3:31])[C:25]4[CH:26]=[CH:27][CH:28]=[CH:29][CH:30]=4)=[O:23])[CH:16]=3)=[CH:13][CH:14]=2)[S:3]1. (4) Given the reactants [CH3:1][C:2]1([CH3:27])[CH2:26][O:25][C:5]2([C:13]3[C:8](=[CH:9][CH:10]=[C:11]([NH:14][S:15]([CH3:18])(=[O:17])=[O:16])[CH:12]=3)[N:7]([CH2:19][C:20]([O:22][CH3:23])=[O:21])[C:6]2=[O:24])[O:4][CH2:3]1.Cl.Cl[CH2:30][CH2:31][N:32]1[CH2:37][CH2:36][O:35][CH2:34][CH2:33]1.C([O-])([O-])=O.[K+].[K+], predict the reaction product. The product is: [CH3:1][C:2]1([CH3:27])[CH2:3][O:4][C:5]2([C:13]3[C:8](=[CH:9][CH:10]=[C:11]([N:14]([CH2:30][CH2:31][N:32]4[CH2:37][CH2:36][O:35][CH2:34][CH2:33]4)[S:15]([CH3:18])(=[O:17])=[O:16])[CH:12]=3)[N:7]([CH2:19][C:20]([O:22][CH3:23])=[O:21])[C:6]2=[O:24])[O:25][CH2:26]1.